From a dataset of Forward reaction prediction with 1.9M reactions from USPTO patents (1976-2016). Predict the product of the given reaction. (1) The product is: [CH2:1]([O:3][C:4](=[O:17])[C:5]([O:8][C:9]1[CH:14]=[CH:13][C:12]([O:15][CH2:19][C:20]2[C:21]([CH3:37])=[N:22][C:23]([C:26]3[CH:31]=[CH:30][C:29]([C:32]([F:34])([F:35])[F:33])=[C:28]([F:36])[CH:27]=3)=[CH:24][CH:25]=2)=[CH:11][C:10]=1[CH3:16])([CH3:6])[CH3:7])[CH3:2]. Given the reactants [CH2:1]([O:3][C:4](=[O:17])[C:5]([O:8][C:9]1[CH:14]=[CH:13][C:12]([OH:15])=[CH:11][C:10]=1[CH3:16])([CH3:7])[CH3:6])[CH3:2].Cl[CH2:19][C:20]1[C:21]([CH3:37])=[N:22][C:23]([C:26]2[CH:31]=[CH:30][C:29]([C:32]([F:35])([F:34])[F:33])=[C:28]([F:36])[CH:27]=2)=[CH:24][CH:25]=1.C([O-])([O-])=O.[Cs+].[Cs+], predict the reaction product. (2) Given the reactants Cl[C:2]1[CH:3]=[C:4]([C:17]2[N:25]=[C:24]([CH3:26])[N:23]=[C:22]3[C:18]=2[N:19]=[CH:20][N:21]3C2CCCCO2)[C:5]([NH:8][C:9]2[CH:10]=[N:11][C:12]([O:15][CH3:16])=[CH:13][CH:14]=2)=[N:6][CH:7]=1.[CH3:33][O:34][CH2:35][CH2:36][NH2:37].CC(C)([O-])C.[Na+].C(P(C(C)(C)C)C1C=CC=CC=1C1C(C(C)C)=CC(C(C)C)=CC=1C(C)C)(C)(C)C.Cl, predict the reaction product. The product is: [CH3:33][O:34][CH2:35][CH2:36][NH:37][C:2]1[CH:3]=[C:4]([C:17]2[N:25]=[C:24]([CH3:26])[N:23]=[C:22]3[C:18]=2[N:19]=[CH:20][NH:21]3)[C:5]([NH:8][C:9]2[CH:10]=[N:11][C:12]([O:15][CH3:16])=[CH:13][CH:14]=2)=[N:6][CH:7]=1. (3) Given the reactants [NH2:1][C:2]1[CH:3]=[C:4]2[C:9](=[CH:10][CH:11]=1)[N:8]([CH2:12][CH2:13][N:14]([CH3:16])[CH3:15])[C:7](=[O:17])[CH2:6][CH2:5]2.I.[S:19]1[CH:23]=[CH:22][CH:21]=[C:20]1[C:24](SC)=[NH:25], predict the reaction product. The product is: [CH3:16][N:14]([CH3:15])[CH2:13][CH2:12][N:8]1[C:9]2[C:4](=[CH:3][C:2]([NH:1][C:24]([C:20]3[S:19][CH:23]=[CH:22][CH:21]=3)=[NH:25])=[CH:11][CH:10]=2)[CH2:5][CH2:6][C:7]1=[O:17]. (4) Given the reactants [CH2:1]([O:5][C:6]1[N:14]=[C:13]2[C:9]([N:10]=[C:11]([O:20]C)[N:12]2[CH2:15][CH2:16][CH2:17][CH2:18]Cl)=[C:8]([NH2:22])[N:7]=1)[CH2:2][CH2:3][CH3:4].[CH:23]1([N:29]2[CH2:34][CH2:33][NH:32][CH2:31][CH2:30]2)[CH2:28][CH2:27][CH2:26][CH2:25][CH2:24]1, predict the reaction product. The product is: [NH2:22][C:8]1[N:7]=[C:6]([O:5][CH2:1][CH2:2][CH2:3][CH3:4])[N:14]=[C:13]2[C:9]=1[NH:10][C:11](=[O:20])[N:12]2[CH2:15][CH2:16][CH2:17][CH2:18][N:32]1[CH2:33][CH2:34][N:29]([CH:23]2[CH2:28][CH2:27][CH2:26][CH2:25][CH2:24]2)[CH2:30][CH2:31]1.